Dataset: Full USPTO retrosynthesis dataset with 1.9M reactions from patents (1976-2016). Task: Predict the reactants needed to synthesize the given product. (1) Given the product [Cl:15][C:16]1[CH:24]=[CH:23][C:22]([N+:25]([O-:27])=[O:26])=[CH:21][C:17]=1[C:18]([NH:12][CH2:11][CH:10]([O:13][CH3:14])[O:9][CH3:8])=[O:19], predict the reactants needed to synthesize it. The reactants are: C(N(CC)CC)C.[CH3:8][O:9][CH:10]([O:13][CH3:14])[CH2:11][NH2:12].[Cl:15][C:16]1[CH:24]=[CH:23][C:22]([N+:25]([O-:27])=[O:26])=[CH:21][C:17]=1[C:18](Cl)=[O:19]. (2) Given the product [Cl:59][C:60]1[CH:61]=[N:62][CH:63]=[C:64]([Cl:67])[C:65]=1[NH:66][C:2]1[C:6]2[CH:7]=[CH:8][C:9]([O:17][CH3:18])=[C:10]([O:11][CH:12]3[CH2:16][CH2:15][CH2:14][CH2:13]3)[C:5]=2[O:4][CH:3]=1, predict the reactants needed to synthesize it. The reactants are: Br[C:2]1[C:6]2[CH:7]=[CH:8][C:9]([O:17][CH3:18])=[C:10]([O:11][CH:12]3[CH2:16][CH2:15][CH2:14][CH2:13]3)[C:5]=2[O:4][CH:3]=1.C1(P(C2CCCCC2)C2C=CC=CC=2C2C(C(C)C)=CC(C(C)C)=CC=2C(C)C)CCCCC1.CC(C)([O-])C.[Na+].[Cl:59][C:60]1[CH:61]=[N:62][CH:63]=[C:64]([Cl:67])[C:65]=1[NH2:66]. (3) Given the product [F:8][C:7]1[C:2](/[N:1]=[CH:4]/[N:5]([CH3:9])[CH3:6])=[N:3][C:4](=[O:14])[N:5]([C:9]2[CH:13]=[CH:12][S:11][CH:10]=2)[CH:6]=1, predict the reactants needed to synthesize it. The reactants are: [NH2:1][C:2]1[C:7]([F:8])=[CH:6][N:5]([C:9]2[CH:13]=[CH:12][S:11][CH:10]=2)[C:4](=[O:14])[N:3]=1.